From a dataset of Reaction yield outcomes from USPTO patents with 853,638 reactions. Predict the reaction yield, written as a fraction of the theoretical maximum amount of product (1.0 means a 100% yield; for example, 0.34 means a 34% yield). (1) The reactants are [CH2:1]([O:3][C:4]([N:6]1[C:14]2[C:9](=[CH:10][CH:11]=[C:12]([Cl:15])[CH:13]=2)/[C:8](=[CH:16]/[C:17]2[CH:22]=[CH:21][CH:20]=[C:19]([Cl:23])[CH:18]=2)/[C:7]1=[O:24])=[O:5])[CH3:2].[Cl:25][C:26]1[CH:31]=[CH:30][CH:29]=[CH:28][C:27]=1[CH:32]=[N:33][C:34]([O:36][Si](C)(C)C)=[CH2:35]. The catalyst is C1(C)C=CC=CC=1. The product is [CH2:1]([O:3][C:4]([N:6]1[C:14]2[C:9](=[CH:10][CH:11]=[C:12]([Cl:15])[CH:13]=2)[C:8]2([CH:16]([C:17]3[CH:22]=[CH:21][CH:20]=[C:19]([Cl:23])[CH:18]=3)[CH2:35][C:34](=[O:36])[NH:33][CH:32]2[C:27]2[CH:28]=[CH:29][CH:30]=[CH:31][C:26]=2[Cl:25])[C:7]1=[O:24])=[O:5])[CH3:2]. The yield is 0.670. (2) The reactants are Br[C:2]1[CH:7]=[C:6]([F:8])[CH:5]=[CH:4][C:3]=1[O:9][CH3:10].C([Li])CCC.[CH3:16][C:17]([CH3:19])=[O:18]. The catalyst is C1COCC1. The product is [F:8][C:6]1[CH:5]=[CH:4][C:3]([O:9][CH3:10])=[C:2]([C:17]([OH:18])([CH3:19])[CH3:16])[CH:7]=1. The yield is 0.850.